From a dataset of Reaction yield outcomes from USPTO patents with 853,638 reactions. Predict the reaction yield, written as a fraction of the theoretical maximum amount of product (1.0 means a 100% yield; for example, 0.34 means a 34% yield). (1) The reactants are Cl.[NH2:2][C@H:3]1[CH2:8][CH2:7][C@H:6]([C:9](O)=[O:10])[CH2:5][CH2:4]1.COCCO[AlH2-]OCCOC.[Na+].[OH-].[Na+]. The catalyst is O. The product is [NH2:2][C@H:3]1[CH2:8][CH2:7][C@H:6]([CH2:9][OH:10])[CH2:5][CH2:4]1. The yield is 0.500. (2) The reactants are [C:1]([CH:3]1[CH2:8][CH2:7][N:6]([C:9]([N:11]2[CH2:16][CH:15]([C:17]3[CH:22]=[CH:21][C:20]([C:23]([F:26])([F:25])[F:24])=[CH:19][CH:18]=3)[CH2:14][CH:13]([C:27](O)=[O:28])[CH2:12]2)=[O:10])[CH2:5][CH2:4]1)#[N:2].O[N:31]=[C:32]([NH2:37])[CH2:33][CH2:34][O:35][CH3:36]. No catalyst specified. The product is [CH3:36][O:35][CH2:34][CH2:33][C:32]1[N:37]=[C:27]([CH:13]2[CH2:14][CH:15]([C:17]3[CH:18]=[CH:19][C:20]([C:23]([F:26])([F:25])[F:24])=[CH:21][CH:22]=3)[CH2:16][N:11]([C:9]([N:6]3[CH2:7][CH2:8][CH:3]([C:1]#[N:2])[CH2:4][CH2:5]3)=[O:10])[CH2:12]2)[O:28][N:31]=1. The yield is 0.470. (3) The product is [CH:3]([C:2]1[CH:1]=[CH:10][CH:9]=[C:8]([O:7][CH3:6])[N:13]=1)=[CH2:4]. The reactants are [CH2:1]([Li])[CH2:2][CH2:3][CH3:4].[CH3:6][O:7][C:8]1[N:13]=C(C=O)C=[CH:10][CH:9]=1. The catalyst is [Br-].C[P+](C1C=CC=CC=1)(C1C=CC=CC=1)C1C=CC=CC=1.C1COCC1. The yield is 0.160. (4) The reactants are C1C=C[NH+]=CC=1.[O-][Cr](Cl)(=O)=O.[Br:12][C:13]1[CH:18]=[CH:17][C:16]([CH:19]([OH:27])[CH2:20][CH2:21][CH2:22][C:23]([F:26])([F:25])[F:24])=[CH:15][CH:14]=1. The catalyst is ClCCl. The product is [Br:12][C:13]1[CH:18]=[CH:17][C:16]([C:19](=[O:27])[CH2:20][CH2:21][CH2:22][C:23]([F:25])([F:26])[F:24])=[CH:15][CH:14]=1. The yield is 0.860. (5) The reactants are [N+:1]([C:4]1[C:13]2[C:8](=[CH:9][CH:10]=[CH:11][CH:12]=2)[C:7]([O:14][C:15]([C:18]2[CH:23]=[CH:22][N:21]=[C:20]([NH2:24])[CH:19]=2)([CH3:17])[CH3:16])=[CH:6][CH:5]=1)([O-])=O.[H][H]. The catalyst is CO.[Pt]. The product is [NH2:1][C:4]1[C:13]2[C:8](=[CH:9][CH:10]=[CH:11][CH:12]=2)[C:7]([O:14][C:15]([C:18]2[CH:23]=[CH:22][N:21]=[C:20]([NH2:24])[CH:19]=2)([CH3:17])[CH3:16])=[CH:6][CH:5]=1. The yield is 0.890. (6) The reactants are Cl.[CH3:2][C:3]1[O:7][N:6]=[CH:5][C:4]=1N.[F:9][C:10]1[CH:15]=[CH:14][C:13]([CH2:16][C:17](Cl)=[O:18])=[CH:12][CH:11]=1.C([N:22](CC)CC)C. No catalyst specified. The product is [F:9][C:10]1[CH:15]=[CH:14][C:13]([CH:16]([C:4]2[CH:5]=[N:6][O:7][C:3]=2[CH3:2])[C:17]([NH2:22])=[O:18])=[CH:12][CH:11]=1. The yield is 0.800. (7) The catalyst is CN(C)C=O. The product is [CH:1]1([C:7]2[C:15]3[CH:14]=[CH:13][C:12]([C:16]([O:18][CH3:19])=[O:17])=[CH:11][C:10]=3[N:9]3[C:8]=2[C:20]2[CH:25]=[CH:24][CH:23]=[C:22]([N+:26]([O-:28])=[O:27])[C:21]=2[O:29][CH2:30][CH2:31]3)[CH2:2][CH2:3][CH2:4][CH2:5][CH2:6]1. The reactants are [CH:1]1([C:7]2[C:15]3[C:10](=[CH:11][C:12]([C:16]([O:18][CH3:19])=[O:17])=[CH:13][CH:14]=3)[NH:9][C:8]=2[C:20]2[CH:25]=[CH:24][CH:23]=[C:22]([N+:26]([O-:28])=[O:27])[C:21]=2[O:29][CH2:30][CH2:31]OS(C)(=O)=O)[CH2:6][CH2:5][CH2:4][CH2:3][CH2:2]1.C(=O)([O-])[O-].[K+].[K+].O. The yield is 0.970. (8) The reactants are Cl[C:2]1[C:7]([F:8])=[CH:6][CH:5]=[CH:4][N:3]=1.[CH:9]1([C:13]#[N:14])[CH2:12][CH2:11][CH2:10]1.C[Si](C)(C)[N-][Si](C)(C)C.[Na+]. The catalyst is C1(C)C=CC=CC=1. The product is [F:8][C:7]1[C:2]([C:9]2([C:13]#[N:14])[CH2:12][CH2:11][CH2:10]2)=[N:3][CH:4]=[CH:5][CH:6]=1. The yield is 0.830.